From a dataset of Full USPTO retrosynthesis dataset with 1.9M reactions from patents (1976-2016). Predict the reactants needed to synthesize the given product. Given the product [Cl:1][C:2]1[CH:7]=[CH:6][C:5]([C:8]#[CH:9])=[CH:4][N:3]=1, predict the reactants needed to synthesize it. The reactants are: [Cl:1][C:2]1[CH:7]=[CH:6][C:5]([C:8]#[C:9][Si](C)(C)C)=[CH:4][N:3]=1.[F-].C([N+](CCCC)(CCCC)CCCC)CCC.